This data is from Full USPTO retrosynthesis dataset with 1.9M reactions from patents (1976-2016). The task is: Predict the reactants needed to synthesize the given product. (1) Given the product [CH2:23]([CH:26]1[CH2:32][CH2:31][CH:30]([C:33]2[CH:38]=[CH:37][CH:36]=[C:35]([F:39])[C:34]=2[F:40])[CH2:29][NH:28][C:27]1=[S:10])[CH:24]=[CH2:25], predict the reactants needed to synthesize it. The reactants are: COC1C=CC(P2(SP(C3C=CC(OC)=CC=3)(=S)S2)=[S:10])=CC=1.[CH2:23]([CH:26]1[CH2:32][CH2:31][CH:30]([C:33]2[CH:38]=[CH:37][CH:36]=[C:35]([F:39])[C:34]=2[F:40])[CH2:29][NH:28][C:27]1=O)[CH:24]=[CH2:25]. (2) The reactants are: [Cl:1][C:2]1[CH:21]=[CH:20][C:19]([C:22]2[CH:27]=[CH:26][CH:25]=[C:24](Cl)[N:23]=2)=[CH:18][C:3]=1[C:4]([NH:6][CH2:7][C:8]12[CH2:17][CH:12]3[CH2:13][CH:14]([CH2:16][CH:10]([CH2:11]3)[CH2:9]1)[CH2:15]2)=[O:5].[CH3:29][S:30]([NH2:33])(=[O:32])=[O:31].C(=O)([O-])[O-].[K+].[K+]. Given the product [C:4]([O-:5])(=[O:31])[CH3:3].[NH4+:6].[Cl:1][C:2]1[CH:21]=[CH:20][C:19]([C:22]2[CH:27]=[CH:26][CH:25]=[C:24]([NH:33][S:30]([CH3:29])(=[O:32])=[O:31])[N:23]=2)=[CH:18][C:3]=1[C:4]([NH:6][CH2:7][C:8]12[CH2:9][CH:10]3[CH2:16][CH:14]([CH2:13][CH:12]([CH2:11]3)[CH2:17]1)[CH2:15]2)=[O:5], predict the reactants needed to synthesize it. (3) Given the product [NH2:20][C:21]1[CH:22]=[C:23]([CH:24]=[CH:25][CH:26]=1)[O:27][C:2]1[CH:3]=[CH:4][C:5]2[N:6]([CH:8]=[C:9]([NH:11][C:12]([CH:14]3[CH2:19][CH2:18][O:17][CH2:16][CH2:15]3)=[O:13])[N:10]=2)[N:7]=1, predict the reactants needed to synthesize it. The reactants are: I[C:2]1[CH:3]=[CH:4][C:5]2[N:6]([CH:8]=[C:9]([NH:11][C:12]([CH:14]3[CH2:19][CH2:18][O:17][CH2:16][CH2:15]3)=[O:13])[N:10]=2)[N:7]=1.[NH2:20][C:21]1[CH:22]=[C:23]([OH:27])[CH:24]=[CH:25][CH:26]=1.C(=O)([O-])[O-].[K+].[K+]. (4) Given the product [Cl:21][C:18]1[CH:19]=[CH:20][C:15]([C:12]2[C:11]([C:22]3[CH:27]=[CH:26][C:25]([Cl:28])=[CH:24][CH:23]=3)=[N:10][C:9]([O:5][CH2:4][CH2:3][O:2][CH3:1])=[CH:14][N:13]=2)=[CH:16][CH:17]=1, predict the reactants needed to synthesize it. The reactants are: [CH3:1][O:2][CH2:3][CH2:4][OH:5].[H-].[Na+].Cl[C:9]1[N:10]=[C:11]([C:22]2[CH:27]=[CH:26][C:25]([Cl:28])=[CH:24][CH:23]=2)[C:12]([C:15]2[CH:20]=[CH:19][C:18]([Cl:21])=[CH:17][CH:16]=2)=[N:13][CH:14]=1.